Dataset: Tox21: 12 toxicity assays (nuclear receptors and stress response pathways). Task: Binary classification across 12 toxicity assays. (1) The molecule is CCOc1cccc(-n2cc(C(=O)N3CCN(c4cc(C(=O)[O-])c5ccccc5c4)CC3)nc2-c2ccc(C)cc2)c1. It tested positive (active) for: SR-ARE (Antioxidant Response Element (oxidative stress)), and SR-MMP (Mitochondrial Membrane Potential disruption). (2) It tested positive (active) for: NR-AR (Androgen Receptor agonist activity), NR-AR-LBD (Androgen Receptor Ligand Binding Domain agonist), NR-ER (Estrogen Receptor agonist activity), and NR-ER-LBD (Estrogen Receptor Ligand Binding Domain agonist). The drug is C[C@]12CC[C@H]3[C@@H](CCC4=CC(=O)CC[C@@]43C)[C@@H]1CC[C@H]2O. (3) The drug is Oc1ccc(O)c2c(O)cccc12. It tested positive (active) for: NR-AhR (Aryl hydrocarbon Receptor agonist activity). (4) The drug is CCc1ccc(CCOc2ccc(CC3SC(=O)NC3=O)cc2)nc1. It tested positive (active) for: NR-PPAR-gamma (PPAR-gamma nuclear receptor agonist), SR-ARE (Antioxidant Response Element (oxidative stress)), and SR-MMP (Mitochondrial Membrane Potential disruption). (5) The drug is O=C1c2ccccc2C(=O)N1SC(Cl)(Cl)Cl. It tested positive (active) for: SR-ARE (Antioxidant Response Element (oxidative stress)), SR-MMP (Mitochondrial Membrane Potential disruption), and SR-p53 (p53 tumor suppressor activation). (6) The drug is O=C(O)Cc1cn(-c2ccccc2)nc1-c1ccc(Cl)cc1. It tested positive (active) for: NR-PPAR-gamma (PPAR-gamma nuclear receptor agonist). (7) The compound is Clc1ccc(C(Cn2ccnc2)OCc2c(Cl)cccc2Cl)c(Cl)c1. It tested positive (active) for: NR-Aromatase (Aromatase enzyme inhibition), and SR-HSE (Heat Shock Element response).